This data is from Full USPTO retrosynthesis dataset with 1.9M reactions from patents (1976-2016). The task is: Predict the reactants needed to synthesize the given product. Given the product [NH2:1][C:2]1[CH:12]=[CH:11][C:5]([CH2:6][OH:7])=[CH:4][C:3]=1[I:13], predict the reactants needed to synthesize it. The reactants are: [NH2:1][C:2]1[CH:12]=[CH:11][C:5]([C:6](OCC)=[O:7])=[CH:4][C:3]=1[I:13].[H-].